This data is from Full USPTO retrosynthesis dataset with 1.9M reactions from patents (1976-2016). The task is: Predict the reactants needed to synthesize the given product. (1) The reactants are: P(Cl)(Cl)(Cl)=O.[Br:6][C:7]1[CH:12]=[CH:11][C:10]([N:13]2[C:17]([CH3:18])=[CH:16][C:15]([CH3:19])=[N:14]2)=[CH:9][CH:8]=1.CN([CH:23]=[O:24])C. Given the product [Br:6][C:7]1[CH:8]=[CH:9][C:10]([N:13]2[C:17]([CH3:18])=[C:16]([CH:23]=[O:24])[C:15]([CH3:19])=[N:14]2)=[CH:11][CH:12]=1, predict the reactants needed to synthesize it. (2) Given the product [Cl:1][C:2]1[CH:9]=[C:8]([N:10]([CH2:16][C:17]2[CH:22]=[CH:21][CH:20]=[CH:19][C:18]=2[Cl:23])[C@H:11]2[CH2:15][CH2:14][N:13]([S:31]([C:27]3[CH:28]=[CH:29][CH:30]=[C:25]([F:24])[CH:26]=3)(=[O:33])=[O:32])[CH2:12]2)[CH:7]=[CH:6][C:3]=1[C:4]#[N:5], predict the reactants needed to synthesize it. The reactants are: [Cl:1][C:2]1[CH:9]=[C:8]([N:10]([CH2:16][C:17]2[CH:22]=[CH:21][CH:20]=[CH:19][C:18]=2[Cl:23])[C@H:11]2[CH2:15][CH2:14][NH:13][CH2:12]2)[CH:7]=[CH:6][C:3]=1[C:4]#[N:5].[F:24][C:25]1[CH:26]=[C:27]([S:31](Cl)(=[O:33])=[O:32])[CH:28]=[CH:29][CH:30]=1. (3) Given the product [CH2:18]([C@H:25]1[CH2:29][N:28]([C:15](=[O:17])[CH2:14][CH2:13][CH2:12][C:9]2[CH:10]=[CH:11][C:3]3[O:2][CH2:7][CH2:6][O:5][C:4]=3[CH:8]=2)[C@H:27]([C:30]([NH:32][C:33]2[CH:38]=[CH:37][C:36]([O:39][C:40]3[CH:41]=[CH:42][C:43]([F:46])=[CH:44][CH:45]=3)=[CH:35][CH:34]=2)=[O:31])[CH2:26]1)[C:19]1[CH:20]=[CH:21][CH:22]=[CH:23][CH:24]=1, predict the reactants needed to synthesize it. The reactants are: Cl.[O:2]1[CH2:7][CH2:6][O:5][C:4]2[CH:8]=[C:9]([CH2:12][CH2:13][CH2:14][C:15]([OH:17])=O)[CH:10]=[CH:11][C:3]1=2.[CH2:18]([C@H:25]1[CH2:29][NH:28][C@H:27]([C:30]([NH:32][C:33]2[CH:38]=[CH:37][C:36]([O:39][C:40]3[CH:45]=[CH:44][C:43]([F:46])=[CH:42][CH:41]=3)=[CH:35][CH:34]=2)=[O:31])[CH2:26]1)[C:19]1[CH:24]=[CH:23][CH:22]=[CH:21][CH:20]=1. (4) Given the product [Cl:41][C:19]1[C:18]2[C:13](=[N:14][CH:15]=[C:16]([Cl:21])[CH:17]=2)[N:12]([CH2:22][C:23]2[CH:28]=[CH:27][C:26]([O:29][CH3:30])=[CH:25][CH:24]=2)[C:11](=[O:31])[C:10]=1[C:8]#[N:7], predict the reactants needed to synthesize it. The reactants are: C1([NH:7][C:8]([C:10]2[C:11](=[O:31])[N:12]([CH2:22][C:23]3[CH:28]=[CH:27][C:26]([O:29][CH3:30])=[CH:25][CH:24]=3)[C:13]3[C:18]([C:19]=2O)=[CH:17][C:16]([Cl:21])=[CH:15][N:14]=3)=O)CCCCC1.C(N(CC)CC)C.O=P(Cl)(Cl)[Cl:41].